From a dataset of Full USPTO retrosynthesis dataset with 1.9M reactions from patents (1976-2016). Predict the reactants needed to synthesize the given product. (1) Given the product [CH3:1][O:2][C:3]1[CH:40]=[C:39]([O:41][CH3:42])[CH:38]=[CH:37][C:4]=1[CH2:5][NH:6][C:7]1[CH:14]=[CH:13][C:10]([C:11]#[N:12])=[CH:9][C:8]=1[NH:15][C:16]1[N:21]=[C:20]([NH:22][C@H:23]2[C:32]3[C:27](=[CH:28][CH:29]=[C:30]([F:33])[CH:31]=3)[O:26][CH2:25][CH2:24]2)[C:19]([NH2:34])=[CH:18][N:17]=1, predict the reactants needed to synthesize it. The reactants are: [CH3:1][O:2][C:3]1[CH:40]=[C:39]([O:41][CH3:42])[CH:38]=[CH:37][C:4]=1[CH2:5][NH:6][C:7]1[CH:14]=[CH:13][C:10]([C:11]#[N:12])=[CH:9][C:8]=1[NH:15][C:16]1[N:21]=[C:20]([NH:22][C@H:23]2[C:32]3[C:27](=[CH:28][CH:29]=[C:30]([F:33])[CH:31]=3)[O:26][CH2:25][CH2:24]2)[C:19]([N+:34]([O-])=O)=[CH:18][N:17]=1.S(S([O-])=O)([O-])=O.[Na+].[Na+].C(=O)(O)[O-].[Na+].[Cl-].[Na+]. (2) Given the product [CH2:14]([O:13][C:11]([C:10]1[C:4]([CH3:5])=[C:3]([Si:2]([CH3:7])([CH3:6])[CH3:1])[NH:9][N:8]=1)=[O:12])[CH3:15], predict the reactants needed to synthesize it. The reactants are: [CH3:1][Si:2]([CH3:7])([CH3:6])[C:3]#[C:4][CH3:5].[N+:8](=[CH:10][C:11]([O:13][CH2:14][CH3:15])=[O:12])=[N-:9]. (3) Given the product [CH3:30][C:29]1[CH:31]=[CH:32][C:26]([S:23]([O:15][CH2:14][CH:10]2[CH2:11][CH:12]([CH3:13])[N:8]([CH2:1][C:2]3[CH:7]=[CH:6][CH:5]=[CH:4][CH:3]=3)[CH2:9]2)(=[O:25])=[O:24])=[CH:27][CH:28]=1, predict the reactants needed to synthesize it. The reactants are: [CH2:1]([N:8]1[CH:12]([CH3:13])[CH2:11][CH:10]([CH2:14][OH:15])[CH2:9]1)[C:2]1[CH:7]=[CH:6][CH:5]=[CH:4][CH:3]=1.C(N(CC)CC)C.[S:23](Cl)([C:26]1[CH:32]=[CH:31][C:29]([CH3:30])=[CH:28][CH:27]=1)(=[O:25])=[O:24].C(OCC)(=O)C.CCCCCC. (4) Given the product [Br:16][C:13]1[CH:14]=[CH:15][C:4]2[C:1]([CH2:2][Br:35])=[CH:7][O:6][C:5]=2[CH:12]=1, predict the reactants needed to synthesize it. The reactants are: [C:1]([C:4]1[CH:15]=[CH:14][C:13]([Br:16])=[CH:12][C:5]=1[O:6][CH2:7]C(OC)=O)(=O)[CH3:2].C(OOC(=O)C1C=CC=CC=1)(=O)C1C=CC=CC=1.[Br:35]N1C(=O)CCC1=O. (5) Given the product [Br:7][C:4]1[S:3][C:2]([N:18]2[CH2:17][CH2:16][N:15]([C:13]([O:12][C:8]([CH3:11])([CH3:10])[CH3:9])=[O:14])[CH2:20][CH2:19]2)=[N:6][CH:5]=1, predict the reactants needed to synthesize it. The reactants are: Br[C:2]1[S:3][C:4]([Br:7])=[CH:5][N:6]=1.[C:8]([O:12][C:13]([N:15]1[CH2:20][CH2:19][NH:18][CH2:17][CH2:16]1)=[O:14])([CH3:11])([CH3:10])[CH3:9].C(N(CC)CC)C. (6) Given the product [Cl:18][C:19]1[CH:20]=[C:21]2[C:27]([C:28]3[N:33]=[C:32]([NH:1][CH2:2][CH:3]4[CH2:8][C:7]([F:10])([F:9])[CH2:6][CH2:5][N:4]4[C:11]([O:13][C:14]([CH3:17])([CH3:16])[CH3:15])=[O:12])[C:31]([F:37])=[CH:30][N:29]=3)=[CH:26][N:25]([S:38]([C:41]3[CH:46]=[CH:45][C:44]([CH3:47])=[CH:43][CH:42]=3)(=[O:40])=[O:39])[C:22]2=[N:23][CH:24]=1, predict the reactants needed to synthesize it. The reactants are: [NH2:1][CH2:2][CH:3]1[CH2:8][C:7]([F:10])([F:9])[CH2:6][CH2:5][N:4]1[C:11]([O:13][C:14]([CH3:17])([CH3:16])[CH3:15])=[O:12].[Cl:18][C:19]1[CH:20]=[C:21]2[C:27]([C:28]3[N:33]=[C:32](S(C)=O)[C:31]([F:37])=[CH:30][N:29]=3)=[CH:26][N:25]([S:38]([C:41]3[CH:46]=[CH:45][C:44]([CH3:47])=[CH:43][CH:42]=3)(=[O:40])=[O:39])[C:22]2=[N:23][CH:24]=1. (7) Given the product [CH2:15]([N:14]([CH2:17][CH3:18])[C:12](=[O:13])[C:11](=[O:19])[C:5]1[C:4]2[C:8](=[CH:9][CH:10]=[C:2]([NH:1][S:30]([C:28]3[CH:27]=[CH:26][CH:25]=[C:24]4[C:29]=3[N:20]=[CH:21][CH:22]=[CH:23]4)(=[O:31])=[O:32])[CH:3]=2)[NH:7][CH:6]=1)[CH3:16], predict the reactants needed to synthesize it. The reactants are: [NH2:1][C:2]1[CH:3]=[C:4]2[C:8](=[CH:9][CH:10]=1)[NH:7][CH:6]=[C:5]2[C:11](=[O:19])[C:12]([N:14]([CH2:17][CH3:18])[CH2:15][CH3:16])=[O:13].[N:20]1[C:29]2[C:24](=[CH:25][CH:26]=[CH:27][C:28]=2[S:30](Cl)(=[O:32])=[O:31])[CH:23]=[CH:22][CH:21]=1.